From a dataset of Full USPTO retrosynthesis dataset with 1.9M reactions from patents (1976-2016). Predict the reactants needed to synthesize the given product. (1) Given the product [Cl:16][C:10]1[CH:9]=[C:8]2[C:13]([CH:14]=[C:6]([C:4]([OH:3])=[O:5])[N:7]2[CH2:18][C:19]2[C:28]3[C:23](=[CH:24][CH:25]=[CH:26][CH:27]=3)[CH:22]=[CH:21][CH:20]=2)=[CH:12][C:11]=1[F:15], predict the reactants needed to synthesize it. The reactants are: C([O:3][C:4]([C:6]1[NH:7][C:8]2[C:13]([CH:14]=1)=[CH:12][C:11]([F:15])=[C:10]([Cl:16])[CH:9]=2)=[O:5])C.Br[CH2:18][C:19]1[C:28]2[C:23](=[CH:24][CH:25]=[CH:26][CH:27]=2)[CH:22]=[CH:21][CH:20]=1. (2) Given the product [CH2:34]([N:21]1[C:20]([CH2:19][N:14]2[CH2:15][CH2:16][CH2:17][CH2:18][CH:13]2[C:10]2[CH:11]=[CH:12][C:7]([C:6]([OH:40])=[O:5])=[C:8]([O:38][CH3:39])[CH:9]=2)=[C:24]([Cl:25])[N:23]=[C:22]1[C:26]1[C:27]([CH3:33])=[CH:28][CH:29]=[CH:30][C:31]=1[CH3:32])[CH2:35][CH2:36][CH3:37], predict the reactants needed to synthesize it. The reactants are: O.[OH-].[Li+].C[O:5][C:6](=[O:40])[C:7]1[CH:12]=[CH:11][C:10]([CH:13]2[CH2:18][CH2:17][CH2:16][CH2:15][N:14]2[CH2:19][C:20]2[N:21]([CH2:34][CH2:35][CH2:36][CH3:37])[C:22]([C:26]3[C:31]([CH3:32])=[CH:30][CH:29]=[CH:28][C:27]=3[CH3:33])=[N:23][C:24]=2[Cl:25])=[CH:9][C:8]=1[O:38][CH3:39].Cl. (3) Given the product [OH:19][C:20]1[CH:25]=[CH:24][C:23]([NH:26][C:27]2[N:29]=[C:7]([C:9]3[S:13][C:12]([NH:14][CH3:15])=[N:11][C:10]=3[CH3:16])[C:4]([C:3]#[N:2])=[CH:5][N:28]=2)=[CH:22][CH:21]=1, predict the reactants needed to synthesize it. The reactants are: C[N:2](C)[CH:3]=[C:4]([C:7]([C:9]1[S:13][C:12]([NH:14][CH3:15])=[N:11][C:10]=1[CH3:16])=O)[C:5]#N.Cl.[OH:19][C:20]1[CH:25]=[CH:24][C:23]([NH:26][C:27]([NH2:29])=[NH:28])=[CH:22][CH:21]=1. (4) Given the product [CH2:6]([O:5][C:1](=[O:4])[CH:2]=[CH2:3])[CH:7]([CH3:9])[CH3:8].[CH:7]([S:28]([O-:30])(=[O:29])=[O:27])=[CH2:9].[Na+:32].[C:1]([NH2:14])(=[O:5])[CH:2]=[CH2:3], predict the reactants needed to synthesize it. The reactants are: [C:1]([O:5][CH2:6][CH:7]([CH3:9])[CH3:8])(=[O:4])[CH:2]=[CH2:3].C([NH2:14])(=O)C=C.C([O:27][S:28]([O-])(=[O:30])=[O:29])CCCCCCCCCCC.[Na+:32].[Na+].C(S([O-])(=O)=O)=C.CCOCC.S(OOS([O-])(=O)=O)([O-])(=O)=O.[Na+].[Na+].C(=O)(O)[O-].[Na+].S(=O)(=O)(O)[O-].[Na+]. (5) The reactants are: [CH2:1]1[CH:10]2[CH:5]([CH2:6][CH2:7][CH2:8][CH2:9]2)CC[CH2:2]1.[O:11]=O.[C:13]([OH:16])(=O)[CH3:14]. Given the product [OH:11][CH:14]1[CH:13]([OH:16])[CH:5]2[CH:10]([CH2:9][CH2:8][CH2:7][CH2:6]2)[CH2:1][CH2:2]1, predict the reactants needed to synthesize it. (6) The reactants are: [CH3:1][O:2][C:3]1[CH:8]=[CH:7][C:6]([C:9]2[CH:14]=[CH:13][C:12]([O:15][CH:16]3[CH2:21][CH2:20]CCO3)=[CH:11][CH:10]=2)=[C:5]([CH2:22][CH2:23][CH3:24])[CH:4]=1.CC1C=CC(S(O)(=O)=O)=CC=1.C1(O)C=CC=CC=1. Given the product [CH2:16]([O:15][C:12]1[CH:11]=[CH:10][C:9]([C:6]2[CH:7]=[CH:8][C:3]([O:2][CH3:1])=[CH:4][C:5]=2[CH2:22][CH2:23][CH3:24])=[CH:14][CH:13]=1)[CH:21]=[CH2:20], predict the reactants needed to synthesize it. (7) Given the product [CH3:2][O:3][C:4]([C:6]1([NH:15][C:22](=[O:23])[C:21]2[CH:25]=[CH:26][C:18]([O:17][CH3:16])=[C:19]([N+:27]([O-:29])=[O:28])[CH:20]=2)[CH2:14][C:13]2[C:8](=[CH:9][CH:10]=[CH:11][CH:12]=2)[CH2:7]1)=[O:5], predict the reactants needed to synthesize it. The reactants are: Cl.[CH3:2][O:3][C:4]([C:6]1([NH2:15])[CH2:14][C:13]2[C:8](=[CH:9][CH:10]=[CH:11][CH:12]=2)[CH2:7]1)=[O:5].[CH3:16][O:17][C:18]1[CH:26]=[CH:25][C:21]([C:22](O)=[O:23])=[CH:20][C:19]=1[N+:27]([O-:29])=[O:28].CN1CCOCC1.C1C=CC2N(O)N=NC=2C=1.C(Cl)CCl. (8) Given the product [CH:37]1([N:28]2[CH2:29][C:30]([F:36])([F:35])[C:31](=[O:34])[N:32]([CH3:33])[C:26]3[CH:25]=[N:24][C:23]([NH:22][C:19]4[CH:20]=[CH:21][C:16]([C:15]([NH:14][CH:11]5[CH2:12][CH2:13][NH:8][CH2:9][CH2:10]5)=[O:47])=[CH:17][C:18]=4[C:43]([F:44])([F:45])[F:46])=[N:42][C:27]2=3)[CH2:41][CH2:40][CH2:39][CH2:38]1, predict the reactants needed to synthesize it. The reactants are: C(OC([N:8]1[CH2:13][CH2:12][CH:11]([NH:14][C:15](=[O:47])[C:16]2[CH:21]=[CH:20][C:19]([NH:22][C:23]3[N:24]=[CH:25][C:26]4[N:32]([CH3:33])[C:31](=[O:34])[C:30]([F:36])([F:35])[CH2:29][N:28]([CH:37]5[CH2:41][CH2:40][CH2:39][CH2:38]5)[C:27]=4[N:42]=3)=[C:18]([C:43]([F:46])([F:45])[F:44])[CH:17]=2)[CH2:10][CH2:9]1)=O)(C)(C)C.FC(F)(F)C(O)=O.